From a dataset of Full USPTO retrosynthesis dataset with 1.9M reactions from patents (1976-2016). Predict the reactants needed to synthesize the given product. (1) The reactants are: [Br:1][C:2]1[C:7]([NH:8][S:9]([C:12]2[CH:17]=[CH:16][C:15]([Cl:18])=[C:14]([C:19]([CH3:22])([CH3:21])[CH3:20])[CH:13]=2)(=[O:11])=[O:10])=[CH:6][C:5]([Cl:23])=[CH:4][N:3]=1.C(=O)([O-])[O-].[K+].[K+].[CH3:30][O:31][CH2:32]Cl. Given the product [Br:1][C:2]1[C:7]([N:8]([CH2:30][O:31][CH3:32])[S:9]([C:12]2[CH:17]=[CH:16][C:15]([Cl:18])=[C:14]([C:19]([CH3:20])([CH3:22])[CH3:21])[CH:13]=2)(=[O:11])=[O:10])=[CH:6][C:5]([Cl:23])=[CH:4][N:3]=1, predict the reactants needed to synthesize it. (2) Given the product [CH3:5][C:2]([NH:1][C:17]([C:14]1([Br:13])[CH2:16][CH2:15]1)=[O:18])([CH3:6])[CH2:3][OH:4], predict the reactants needed to synthesize it. The reactants are: [NH2:1][C:2]([CH3:6])([CH3:5])[CH2:3][OH:4].C(=O)([O-])[O-].[Na+].[Na+].[Br:13][C:14]1([C:17](Cl)=[O:18])[CH2:16][CH2:15]1.[OH-].[Na+].